The task is: Predict the product of the given reaction.. This data is from Forward reaction prediction with 1.9M reactions from USPTO patents (1976-2016). (1) Given the reactants [C:1](Cl)(=[O:4])[CH:2]=[CH2:3].[CH3:6][O:7][C:8]1[CH:13]=[C:12]([C:14]2[CH2:15][CH2:16][N:17]([CH3:20])[CH2:18][CH:19]=2)[C:11]([NH2:21])=[CH:10][C:9]=1[NH:22][C:23]1[N:28]=[C:27]([C:29]2[C:37]3[C:32](=[CH:33][CH:34]=[CH:35][CH:36]=3)[N:31]([CH3:38])[CH:30]=2)[CH:26]=[CH:25][N:24]=1, predict the reaction product. The product is: [CH3:6][O:7][C:8]1[C:9]([NH:22][C:23]2[N:28]=[C:27]([C:29]3[C:37]4[C:32](=[CH:33][CH:34]=[CH:35][CH:36]=4)[N:31]([CH3:38])[CH:30]=3)[CH:26]=[CH:25][N:24]=2)=[CH:10][C:11]([NH:21][C:1](=[O:4])[CH:2]=[CH2:3])=[C:12]([C:14]2[CH2:15][CH2:16][N:17]([CH3:20])[CH2:18][CH:19]=2)[CH:13]=1. (2) Given the reactants [CH3:1][N:2]1[C:6]([C:7]2[CH:8]=[C:9]([NH2:22])[CH:10]=[CH:11][C:12]=2[O:13][CH2:14][CH2:15][N:16]2[CH2:21][CH2:20][S:19][CH2:18][CH2:17]2)=[CH:5][CH:4]=[N:3]1.C(Cl)Cl.N1C=CC=CC=1.Cl[C:33]([O:35][CH:36]([CH3:38])[CH3:37])=[O:34], predict the reaction product. The product is: [CH:36]([O:35][C:33](=[O:34])[NH:22][C:9]1[CH:10]=[CH:11][C:12]([O:13][CH2:14][CH2:15][N:16]2[CH2:17][CH2:18][S:19][CH2:20][CH2:21]2)=[C:7]([C:6]2[N:2]([CH3:1])[N:3]=[CH:4][CH:5]=2)[CH:8]=1)([CH3:38])[CH3:37]. (3) Given the reactants [CH:1]1[C:14]2[C:5](=[N:6][C:7]3[C:12]([C:13]=2[NH:15][C:16]2[CH:17]=[C:18]([CH:20]=[C:21]([CH2:23][OH:24])[CH:22]=2)[NH2:19])=[CH:11][CH:10]=[CH:9][CH:8]=3)[CH:4]=[CH:3][CH:2]=1.[CH:25](=O)[CH3:26], predict the reaction product. The product is: [CH:1]1[C:14]2[C:5](=[N:6][C:7]3[C:12]([C:13]=2[NH:15][C:16]2[CH:22]=[C:21]([CH2:23][OH:24])[CH:20]=[C:18]([N:19]=[CH:25][CH3:26])[CH:17]=2)=[CH:11][CH:10]=[CH:9][CH:8]=3)[CH:4]=[CH:3][CH:2]=1. (4) Given the reactants [C:1]1([OH:14])[CH:6]=[CH:5][C:4]([C:7]2[CH:12]=[CH:11][C:10]([OH:13])=[CH:9][CH:8]=2)=[CH:3][CH:2]=1.[CH2:15]=[O:16].[NH2:17]C1C=CC=CC=1, predict the reaction product. The product is: [O:16]1[C:15]2[CH:1]=[CH:2][CH:3]=[CH:4][C:7]=2[CH2:8][CH2:9][NH:17]1.[C:10]1([OH:13])[CH:9]=[CH:8][C:7]([C:4]2[CH:5]=[CH:6][C:1]([OH:14])=[CH:2][CH:3]=2)=[CH:12][CH:11]=1. (5) Given the reactants [C:1]1([CH:7]([O:9][C:10](=[O:25])[NH:11][C:12]2[C:13]([CH3:24])=[N:14][O:15][C:16]=2[C:17]2[CH:22]=[CH:21][C:20](Br)=[CH:19][CH:18]=2)[CH3:8])[CH:6]=[CH:5][CH:4]=[CH:3][CH:2]=1.[CH2:26]([O:28][C:29](=[O:46])[CH2:30][C:31]1[CH:36]=[CH:35][C:34](B2OC(C)(C)C(C)(C)O2)=[CH:33][CH:32]=1)[CH3:27], predict the reaction product. The product is: [CH2:26]([O:28][C:29](=[O:46])[CH2:30][C:31]1[CH:36]=[CH:35][C:34]([C:20]2[CH:21]=[CH:22][C:17]([C:16]3[O:15][N:14]=[C:13]([CH3:24])[C:12]=3[NH:11][C:10]([O:9][CH:7]([C:1]3[CH:6]=[CH:5][CH:4]=[CH:3][CH:2]=3)[CH3:8])=[O:25])=[CH:18][CH:19]=2)=[CH:33][CH:32]=1)[CH3:27]. (6) Given the reactants Cl.[CH3:2][C:3]1[CH:4]=[C:5]2[C:10](=[CH:11][C:12]=1[C:13]1[CH:18]=[C:17]([N:19]3[CH2:24][CH2:23][N:22]([CH3:25])[CH2:21][CH2:20]3)[N:16]=[C:15]([NH2:26])[N:14]=1)[CH2:9][NH:8][CH2:7][CH2:6]2.[CH:27]1([N:33]=[C:34]=[O:35])[CH2:32][CH2:31][CH2:30][CH2:29][CH2:28]1, predict the reaction product. The product is: [NH2:26][C:15]1[N:14]=[C:13]([C:12]2[CH:11]=[C:10]3[C:5]([CH2:6][CH2:7][N:8]([C:34]([NH:33][CH:27]4[CH2:32][CH2:31][CH2:30][CH2:29][CH2:28]4)=[O:35])[CH2:9]3)=[CH:4][C:3]=2[CH3:2])[CH:18]=[C:17]([N:19]2[CH2:24][CH2:23][N:22]([CH3:25])[CH2:21][CH2:20]2)[N:16]=1. (7) Given the reactants [Br:1][C:2]1[CH:3]=[CH:4][C:5]([N:8]2[CH2:12][C@@H:11]([CH2:13][O:14][Si](C(C)(C)C)(C3C=CC=CC=3)C3C=CC=CC=3)[O:10][C:9]2=[O:32])=[N:6][CH:7]=1.[N+](CCCC)(CCCC)(CCCC)CCCC.[F-], predict the reaction product. The product is: [Br:1][C:2]1[CH:3]=[CH:4][C:5]([N:8]2[CH2:12][C@@H:11]([CH2:13][OH:14])[O:10][C:9]2=[O:32])=[N:6][CH:7]=1.